Dataset: Reaction yield outcomes from USPTO patents with 853,638 reactions. Task: Predict the reaction yield, written as a fraction of the theoretical maximum amount of product (1.0 means a 100% yield; for example, 0.34 means a 34% yield). (1) The reactants are C[O:2][C:3](=[O:37])[CH2:4][C:5]1[S:6][C:7]([C:10]2[CH:15]=[CH:14][CH:13]=[CH:12][C:11]=2[NH:16][C:17]([C:19]2[C:20]([C:25]3[CH:30]=[C:29]([O:31][CH3:32])[C:28]([O:33][CH3:34])=[C:27]([O:35][CH3:36])[CH:26]=3)=[CH:21][CH:22]=[CH:23][CH:24]=2)=[O:18])=[CH:8][CH:9]=1.[Li+].[OH-].Cl. The catalyst is CC#N. The product is [CH3:32][O:31][C:29]1[CH:30]=[C:25]([C:20]2[C:19]([C:17]([NH:16][C:11]3[CH:12]=[CH:13][CH:14]=[CH:15][C:10]=3[C:7]3[S:6][C:5]([CH2:4][C:3]([OH:37])=[O:2])=[CH:9][CH:8]=3)=[O:18])=[CH:24][CH:23]=[CH:22][CH:21]=2)[CH:26]=[C:27]([O:35][CH3:36])[C:28]=1[O:33][CH3:34]. The yield is 0.990. (2) The reactants are [C:1]([C:4]1[C:9]([NH:10][C:11]([C:13]2[S:14][CH:15]=[C:16]([CH:18]3[CH2:20][CH2:19]3)[N:17]=2)=O)=[C:8]([Cl:21])[C:7]([O:22][CH3:23])=[CH:6][CH:5]=1)(=[O:3])[CH3:2].[OH-].[K+]. The catalyst is N1C=CC=CC=1. The product is [Cl:21][C:8]1[C:7]([O:22][CH3:23])=[CH:6][CH:5]=[C:4]2[C:9]=1[N:10]=[C:11]([C:13]1[S:14][CH:15]=[C:16]([CH:18]3[CH2:20][CH2:19]3)[N:17]=1)[CH:2]=[C:1]2[OH:3]. The yield is 0.830. (3) The reactants are C([O:8][C:9]1[CH:10]=[C:11]([CH2:15][CH2:16][N:17]([CH:24]2[CH2:28][CH2:27][O:26][CH2:25]2)[CH2:18][C:19]([N:21]([CH3:23])[CH3:22])=[O:20])[CH:12]=[CH:13][CH:14]=1)C1C=CC=CC=1. The catalyst is C(O)C.[Pd]. The product is [OH:8][C:9]1[CH:10]=[C:11]([CH2:15][CH2:16][N:17]([CH:24]2[CH2:28][CH2:27][O:26][CH2:25]2)[CH2:18][C:19]([N:21]([CH3:22])[CH3:23])=[O:20])[CH:12]=[CH:13][CH:14]=1. The yield is 0.960. (4) The reactants are CS[C:3]1[NH:4][CH:5]=[C:6]([CH2:10][C:11]2[CH:12]=[N:13][CH:14]=[N:15][CH:16]=2)[C:7](=[O:9])[N:8]=1.[F:17][C:18]1[CH:33]=[CH:32][C:21]([O:22][C:23]2[CH:28]=[CH:27][C:26]([CH2:29][CH2:30][NH2:31])=[CH:25][CH:24]=2)=[CH:20][CH:19]=1. The catalyst is C(O)C. The product is [F:17][C:18]1[CH:33]=[CH:32][C:21]([O:22][C:23]2[CH:28]=[CH:27][C:26]([CH2:29][CH2:30][NH:31][C:3]3[NH:4][CH:5]=[C:6]([CH2:10][C:11]4[CH:12]=[N:13][CH:14]=[N:15][CH:16]=4)[C:7](=[O:9])[N:8]=3)=[CH:25][CH:24]=2)=[CH:20][CH:19]=1. The yield is 0.531. (5) The reactants are [N:1]1[C:5]2[C:6]3[C:11]([CH2:12][CH2:13][C:4]=2[S:3][C:2]=1[NH:14][C:15](=O)[CH2:16][CH3:17])=[CH:10][CH:9]=[CH:8][CH:7]=3.[H-].[Al+3].[Li+].[H-].[H-].[H-].O.O.O.O.O.O.O.O.O.O.[O-]S([O-])(=O)=O.[Na+].[Na+]. The catalyst is O1CCCC1. The product is [CH2:15]([NH:14][C:2]1[S:3][C:4]2[CH2:13][CH2:12][C:11]3[C:6](=[CH:7][CH:8]=[CH:9][CH:10]=3)[C:5]=2[N:1]=1)[CH2:16][CH3:17]. The yield is 0.820. (6) The reactants are [Br:1][C:2]1[CH:7]=[CH:6][C:5](I)=[CH:4][CH:3]=1.[O:9]1[CH2:12][C:11](=[O:13])[CH2:10]1.[Li]CCCC. The catalyst is C1COCC1. The product is [Br:1][C:2]1[CH:7]=[CH:6][C:5]([C:11]2([OH:13])[CH2:12][O:9][CH2:10]2)=[CH:4][CH:3]=1. The yield is 0.800.